Predict which catalyst facilitates the given reaction. From a dataset of Catalyst prediction with 721,799 reactions and 888 catalyst types from USPTO. (1) Reactant: [CH3:1][O:2][C:3]1[CH:4]=[CH:5][C:6]2[C:12](=[O:13])[CH:11]([C:14]3[CH:19]=[CH:18][C:17]([O:20][CH3:21])=[CH:16][CH:15]=3)[CH2:10][CH2:9][CH2:8][C:7]=2[CH:22]=1.C(O)(C)(C)C.Br[CH2:29][CH2:30][O:31][CH2:32][C:33]1[CH:38]=[CH:37][CH:36]=[CH:35][CH:34]=1.CC(C)([O-])C.[K+]. Product: [CH2:32]([O:31][CH2:30][CH2:29][C:11]1([C:14]2[CH:15]=[CH:16][C:17]([O:20][CH3:21])=[CH:18][CH:19]=2)[CH2:10][CH2:9][CH2:8][C:7]2[CH:22]=[C:3]([O:2][CH3:1])[CH:4]=[CH:5][C:6]=2[C:12]1=[O:13])[C:33]1[CH:38]=[CH:37][CH:36]=[CH:35][CH:34]=1. The catalyst class is: 6. (2) Reactant: [Br:1][C:2]1[CH:3]=[C:4]2[C:9](=[C:10]([NH2:12])[CH:11]=1)[N:8]=[CH:7][CH:6]=[CH:5]2.CCN(CC)CC.Cl.Cl[CH2:22][CH2:23][N:24]([CH2:32][CH2:33]Cl)[CH2:25][C:26]1[CH:31]=[CH:30][CH:29]=[CH:28][CH:27]=1. Product: [CH2:25]([N:24]1[CH2:32][CH2:33][N:12]([C:10]2[CH:11]=[C:2]([Br:1])[CH:3]=[C:4]3[C:9]=2[N:8]=[CH:7][CH:6]=[CH:5]3)[CH2:22][CH2:23]1)[C:26]1[CH:31]=[CH:30][CH:29]=[CH:28][CH:27]=1. The catalyst class is: 114. (3) Reactant: Cl[C:2]1[C:11]2=[N:12][N:13](CC3C=CC(OC)=CC=3)[CH:14]=[C:10]2[C:9]2[C:8]([O:24][CH3:25])=[CH:7][CH:6]=[CH:5][C:4]=2[N:3]=1.[CH:26]1([C:29]2[NH:33][N:32]=[C:31]([NH2:34])[CH:30]=2)[CH2:28][CH2:27]1.Cl. Product: [CH:26]1([C:29]2[NH:33][N:32]=[C:31]([NH:34][C:2]3[C:11]4=[N:12][NH:13][CH:14]=[C:10]4[C:9]4[C:8]([O:24][CH3:25])=[CH:7][CH:6]=[CH:5][C:4]=4[N:3]=3)[CH:30]=2)[CH2:28][CH2:27]1. The catalyst class is: 71. (4) Reactant: [CH3:1][O:2][C:3]([C:5]1[CH:10]=[CH:9][C:8]([C:11]2[C:12]([CH3:49])([CH3:48])[C@H:13]3[C@:26]([CH3:29])([CH2:27][CH:28]=2)[C@@H:25]2[C@:16]([CH3:47])([C@@:17]4([CH3:46])[C@H:22]([CH2:23][CH2:24]2)[C@H:21]2[C@H:30]([C:33]([CH3:35])=[CH2:34])[CH2:31][CH2:32][C@:20]2([C:36]([O:38][CH2:39][C:40]2[CH:45]=[CH:44][CH:43]=[CH:42][CH:41]=2)=[O:37])[CH2:19][CH2:18]4)[CH2:15][CH2:14]3)=[CH:7][CH:6]=1)=[O:4].[Br:50]N1C(=O)CCC1=O. Product: [Br:50][CH2:34][C:33]([C@H:30]1[C@@H:21]2[C@@H:22]3[C@@:17]([CH3:46])([CH2:18][CH2:19][C@@:20]2([C:36]([O:38][CH2:39][C:40]2[CH:41]=[CH:42][CH:43]=[CH:44][CH:45]=2)=[O:37])[CH2:32][CH2:31]1)[C@@:16]1([CH3:47])[C@@H:25]([C@:26]2([CH3:29])[C@@H:13]([CH2:14][CH2:15]1)[C:12]([CH3:49])([CH3:48])[C:11]([C:8]1[CH:9]=[CH:10][C:5]([C:3]([O:2][CH3:1])=[O:4])=[CH:6][CH:7]=1)=[CH:28][CH2:27]2)[CH2:24][CH2:23]3)=[CH2:35]. The catalyst class is: 53. (5) Reactant: [F:1][C:2]1[CH:8]=[CH:7][C:5]([NH2:6])=[CH:4][C:3]=1[N+:9]([O-:11])=[O:10].N1C=CC=CC=1.[C:18](Cl)(=[O:25])[C:19]1[CH:24]=[CH:23][CH:22]=[CH:21][CH:20]=1. Product: [F:1][C:2]1[CH:8]=[CH:7][C:5]([NH:6][C:18](=[O:25])[C:19]2[CH:24]=[CH:23][CH:22]=[CH:21][CH:20]=2)=[CH:4][C:3]=1[N+:9]([O-:11])=[O:10]. The catalyst class is: 2. (6) Reactant: [C:1]([O:5][C:6]([N:8]([CH2:12][C:13]1[CH:22]=[CH:21][C:16]([C:17]([O:19]C)=[O:18])=[CH:15][CH:14]=1)[CH:9]([CH3:11])[CH3:10])=[O:7])([CH3:4])([CH3:3])[CH3:2].[OH-].[Na+]. Product: [C:1]([O:5][C:6]([N:8]([CH2:12][C:13]1[CH:22]=[CH:21][C:16]([C:17]([OH:19])=[O:18])=[CH:15][CH:14]=1)[CH:9]([CH3:11])[CH3:10])=[O:7])([CH3:3])([CH3:4])[CH3:2]. The catalyst class is: 14.